From a dataset of hERG Central: cardiac toxicity at 1µM, 10µM, and general inhibition. Predict hERG channel inhibition at various concentrations. The drug is O=C1CN=C(c2ccccc2)c2cc(Br)ccc2N1Cc1cc(=O)n2ccccc2n1. Results: hERG_inhib (hERG inhibition (general)): blocker.